Predict the product of the given reaction. From a dataset of Forward reaction prediction with 1.9M reactions from USPTO patents (1976-2016). (1) The product is: [NH2:28][C:26]1[CH:25]=[CH:24][C:3]([O:4][C:5]2[CH:14]=[C:13]3[C:8]([CH:9]=[C:10]([C:19]([O:21][CH2:22][CH3:23])=[O:20])[CH:11]([C:15]([F:18])([F:17])[F:16])[O:12]3)=[CH:7][C:6]=2[Cl:31])=[C:2]([F:1])[CH:27]=1. Given the reactants [F:1][C:2]1[CH:27]=[C:26]([N+:28]([O-])=O)[CH:25]=[CH:24][C:3]=1[O:4][C:5]1[CH:14]=[C:13]2[C:8]([CH:9]=[C:10]([C:19]([O:21][CH2:22][CH3:23])=[O:20])[CH:11]([C:15]([F:18])([F:17])[F:16])[O:12]2)=[CH:7][CH:6]=1.[Cl:31]Cl, predict the reaction product. (2) Given the reactants O.[CH:2]1([CH2:8][C:9]([NH:11][C:12]2[S:13][C:14]3[CH2:20][CH2:19][CH2:18][CH:17]([C:21]([O:23]CC)=[O:22])[C:15]=3[N:16]=2)=[O:10])[CH2:7][CH2:6][CH2:5][CH2:4][CH2:3]1.[OH-].[Na+], predict the reaction product. The product is: [CH:2]1([CH2:8][C:9]([NH:11][C:12]2[S:13][C:14]3[CH2:20][CH2:19][CH2:18][CH:17]([C:21]([OH:23])=[O:22])[C:15]=3[N:16]=2)=[O:10])[CH2:7][CH2:6][CH2:5][CH2:4][CH2:3]1. (3) Given the reactants [CH2:1]([N:4]1[C:13](=[O:14])[C:12]2[NH:11][C:10]([C:15]3[CH:16]=[N:17][C:18](Cl)=[CH:19][CH:20]=3)=[N:9][C:8]=2[N:7]([CH2:22][CH2:23]C)[C:5]1=[O:6])[CH2:2]C.[NH2:25][NH2:26], predict the reaction product. The product is: [CH2:1]([N:4]1[C:13](=[O:14])[C:12]2[NH:11][C:10]([C:15]3[CH:16]=[N:17][C:18]([NH:25][NH2:26])=[CH:19][CH:20]=3)=[N:9][C:8]=2[N:7]([CH2:22][CH3:23])[C:5]1=[O:6])[CH3:2]. (4) Given the reactants C(O)=O.[NH2:4][C:5]1[C:10]([NH:11][C:12](=O)[O:13]C)=[C:9]([CH3:16])[N:8]=[C:7]([C:17]2[C:25]3[C:20](=[N:21][CH:22]=[CH:23][CH:24]=3)[N:19]([CH2:26][C:27]3[CH:32]=[CH:31][CH:30]=[CH:29][C:28]=3[F:33])[N:18]=2)[N:6]=1.O, predict the reaction product. The product is: [F:33][C:28]1[CH:29]=[CH:30][CH:31]=[CH:32][C:27]=1[CH2:26][N:19]1[C:20]2=[N:21][CH:22]=[CH:23][CH:24]=[C:25]2[C:17]([C:7]2[N:6]=[C:5]3[C:10]([NH:11][C:12](=[O:13])[NH:4]3)=[C:9]([CH3:16])[N:8]=2)=[N:18]1. (5) Given the reactants [C:1](OO)(=O)[CH3:2].[C:6]([O:14][CH:15]([C:24]1[CH:29]=[CH:28][CH:27]=[CH:26][CH:25]=1)C(=O)C1C=CC=CC=1)(=[O:13])[C:7]1[CH:12]=[CH:11][CH:10]=[CH:9][CH:8]=1.[C:30]([O-:33])([O-])=[O:31].[Na+].[Na+], predict the reaction product. The product is: [C:30]([O:33][CH:15]([O:14][C:6](=[O:13])[C:7]1[CH:8]=[CH:9][CH:10]=[CH:11][CH:12]=1)[C:24]1[CH:25]=[CH:26][CH:27]=[CH:28][CH:29]=1)(=[O:31])[C:2]1[CH:1]=[CH:9][CH:8]=[CH:7][CH:6]=1.